From a dataset of Peptide-MHC class I binding affinity with 185,985 pairs from IEDB/IMGT. Regression. Given a peptide amino acid sequence and an MHC pseudo amino acid sequence, predict their binding affinity value. This is MHC class I binding data. The peptide sequence is WRQEIGHPK. The MHC is HLA-A26:01 with pseudo-sequence HLA-A26:01. The binding affinity (normalized) is 0.0847.